From a dataset of Catalyst prediction with 721,799 reactions and 888 catalyst types from USPTO. Predict which catalyst facilitates the given reaction. (1) Reactant: [Cl:1][C:2]1[CH:3]=[CH:4][C:5]2[O:9][C:8]([CH:10]=[O:11])=[C:7]([CH3:12])[C:6]=2[CH:13]=1.[CH2:14]([Mg]Br)[CH:15]([CH3:17])[CH3:16].[Cl-].[NH4+]. Product: [Cl:1][C:2]1[CH:3]=[CH:4][C:5]2[O:9][C:8]([CH:10]([OH:11])[CH2:14][CH:15]([CH3:17])[CH3:16])=[C:7]([CH3:12])[C:6]=2[CH:13]=1. The catalyst class is: 7. (2) Reactant: [Cl:1][C:2]1[C:3]2[N:4]([C:8]([CH:13]([OH:17])[CH2:14][CH2:15][CH3:16])=[C:9]([CH2:11][CH3:12])[N:10]=2)[CH:5]=[CH:6][N:7]=1.I[CH2:19][CH3:20].[H-].[Na+].O. The catalyst class is: 9. Product: [CH2:19]([O:17][CH:13]([C:8]1[N:4]2[CH:5]=[CH:6][N:7]=[C:2]([Cl:1])[C:3]2=[N:10][C:9]=1[CH2:11][CH3:12])[CH2:14][CH2:15][CH3:16])[CH3:20]. (3) Product: [CH2:12]([O:11][C:9](=[O:10])[CH2:8][C:5]1[CH:4]=[CH:3][C:2]([NH2:1])=[C:7]([Br:14])[CH:6]=1)[CH3:13]. The catalyst class is: 23. Reactant: [NH2:1][C:2]1[CH:7]=[CH:6][C:5]([CH2:8][C:9]([O:11][CH2:12][CH3:13])=[O:10])=[CH:4][CH:3]=1.[Br:14]N1C(=O)CCC1=O. (4) Reactant: C[O:2][C:3]1[CH:12]=[C:11]2[C:6]([C:7](=[O:25])[C:8]([C:15]3[CH:24]=[CH:23][C:18]([C:19]([O:21]C)=[O:20])=[CH:17][CH:16]=3)=[C:9]([S:13][CH3:14])[O:10]2)=[CH:5][CH:4]=1.C(=S)=S.[H-].[Na+]. Product: [OH:2][C:3]1[CH:12]=[C:11]2[C:6]([C:7](=[O:25])[C:8]([C:15]3[CH:24]=[CH:23][C:18]([C:19]([OH:21])=[O:20])=[CH:17][CH:16]=3)=[C:9]([S:13][CH3:14])[O:10]2)=[CH:5][CH:4]=1. The catalyst class is: 18. (5) Reactant: [CH3:1][Al](C)C.[CH2:5]1[O:7][C@@H:6]1[C:8]1[CH:13]=[CH:12][CH:11]=[CH:10][CH:9]=1. Product: [C:8]1([C@@H:6]([CH3:1])[CH2:5][OH:7])[CH:13]=[CH:12][CH:11]=[CH:10][CH:9]=1. The catalyst class is: 11. (6) Reactant: [C:1]([O:5][C:6]([N:8]1[CH2:11][CH:10]([C:12]2[CH:13]=[N:14][C:15](Cl)=[CH:16][CH:17]=2)[CH2:9]1)=[O:7])([CH3:4])([CH3:3])[CH3:2].[C:19](=[NH:32])([C:26]1[CH:31]=[CH:30][CH:29]=[CH:28][CH:27]=1)[C:20]1[CH:25]=[CH:24][CH:23]=[CH:22][CH:21]=1.CC1(C)C2C(=C(P(C3C=CC=CC=3)C3C=CC=CC=3)C=CC=2)OC2C(P(C3C=CC=CC=3)C3C=CC=CC=3)=CC=CC1=2.C(=O)([O-])[O-].[Cs+].[Cs+]. Product: [C:1]([O:5][C:6]([N:8]1[CH2:11][CH:10]([C:12]2[CH:13]=[N:14][C:15]([N:32]=[C:19]([C:20]3[CH:25]=[CH:24][CH:23]=[CH:22][CH:21]=3)[C:26]3[CH:31]=[CH:30][CH:29]=[CH:28][CH:27]=3)=[CH:16][CH:17]=2)[CH2:9]1)=[O:7])([CH3:4])([CH3:3])[CH3:2]. The catalyst class is: 62. (7) Reactant: [C:1]([C:4]1[C:5]([NH:13][C:14]2[CH:23]=[CH:22][C:17]([C:18]([O:20][CH3:21])=[O:19])=[CH:16][C:15]=2[O:24][CH2:25]C)=[N:6][C:7]([S:11][CH3:12])=[N:8][C:9]=1Cl)(=[O:3])[NH2:2].O.[NH2:28][NH2:29]. Product: [C:1]([C:4]1[C:5]([NH:13][C:14]2[CH:23]=[CH:22][C:17]([C:18]([O:20][CH3:21])=[O:19])=[CH:16][C:15]=2[O:24][CH3:25])=[N:6][C:7]([S:11][CH3:12])=[N:8][C:9]=1[NH:28][NH2:29])(=[O:3])[NH2:2]. The catalyst class is: 7. (8) The catalyst class is: 477. Product: [Cl:1][C:2]1[CH:7]=[CH:6][C:5]([N:8]2[C:9]([C:14]3[CH:19]=[CH:18][C:17]([Cl:20])=[CH:16][CH:15]=3)=[CH:10][C:11]([CH2:38][N:33]3[CH2:34][CH2:35][N:30]([C:26]4[CH:27]=[CH:28][CH:29]=[C:24]([C:23]([F:22])([F:36])[F:37])[CH:25]=4)[CH2:31][CH2:32]3)=[C:12]2[CH3:13])=[CH:4][CH:3]=1. Reactant: [Cl:1][C:2]1[CH:7]=[CH:6][C:5]([N:8]2[C:12]([CH3:13])=[CH:11][CH:10]=[C:9]2[C:14]2[CH:19]=[CH:18][C:17]([Cl:20])=[CH:16][CH:15]=2)=[CH:4][CH:3]=1.Cl.[F:22][C:23]([F:37])([F:36])[C:24]1[CH:25]=[C:26]([N:30]2[CH2:35][CH2:34][NH:33][CH2:32][CH2:31]2)[CH:27]=[CH:28][CH:29]=1.[CH2:38]=O.[OH-].[Na+]. (9) Product: [Cl:30][C:9]1[CH:8]=[C:7]([C:42]2[C:43]([CH3:45])=[CH:44][C:39]([O:38][CH2:37][C:32]([CH3:31])([CH3:55])[C:33]([O:35][CH3:36])=[O:34])=[N:40][CH:41]=2)[CH:12]=[CH:11][C:10]=1[C:13]1[N:14]([CH2:22][O:23][CH2:24][CH2:25][Si:26]([CH3:29])([CH3:28])[CH3:27])[CH:15]=[C:16]([C:18]([F:21])([F:20])[F:19])[N:17]=1. Reactant: CN(C)C=O.Br[C:7]1[CH:12]=[CH:11][C:10]([C:13]2[N:14]([CH2:22][O:23][CH2:24][CH2:25][Si:26]([CH3:29])([CH3:28])[CH3:27])[CH:15]=[C:16]([C:18]([F:21])([F:20])[F:19])[N:17]=2)=[C:9]([Cl:30])[CH:8]=1.[CH3:31][C:32]([CH3:55])([CH2:37][O:38][C:39]1[CH:44]=[C:43]([CH3:45])[C:42](B2OC(C)(C)C(C)(C)O2)=[CH:41][N:40]=1)[C:33]([O:35][CH3:36])=[O:34].C(=O)([O-])[O-].[Na+].[Na+]. The catalyst class is: 69. (10) Reactant: [N:1]([C:4]1[N:13]=[CH:12][CH:11]=[C:10]2[C:5]=1[CH:6]=[CH:7][CH:8]=[N:9]2)=[N+]=[N-].Cl. Product: [N:9]1[C:10]2[CH:11]=[CH:12][N:13]=[C:4]([NH2:1])[C:5]=2[CH:6]=[CH:7][CH:8]=1. The catalyst class is: 5.